Dataset: Reaction yield outcomes from USPTO patents with 853,638 reactions. Task: Predict the reaction yield, written as a fraction of the theoretical maximum amount of product (1.0 means a 100% yield; for example, 0.34 means a 34% yield). (1) The reactants are [I-].[CH3:2][P+](C1C=CC=CC=1)(C1C=CC=CC=1)C1C=CC=CC=1.[K].[O-]CCCC.[CH:28]1[C:41]2[C:42]3=[C:43]4[C:38](=[CH:39][CH:40]=2)[CH:37]=[CH:36][CH:35]=[C:34]4[CH:33]=[CH:32][C:31]3=[C:30]([S:44][C:45]2[CH:52]=[CH:51][CH:50]=[CH:49][C:46]=2[CH:47]=O)[CH:29]=1.C(=O)(O)[O-].[Na+]. The catalyst is C1COCC1. The product is [CH:28]1[C:41]2[C:42]3=[C:43]4[C:38](=[CH:39][CH:40]=2)[CH:37]=[CH:36][CH:35]=[C:34]4[CH:33]=[CH:32][C:31]3=[C:30]([S:44][C:45]2[CH:52]=[CH:51][CH:50]=[CH:49][C:46]=2[CH:47]=[CH2:2])[CH:29]=1. The yield is 0.700. (2) The reactants are [CH3:1][C:2]1[NH:3][C:4]2[C:9]([C:10]=1[CH:11]=O)=[CH:8][CH:7]=[C:6]([C:13](=[O:20])[C:14]1[CH:19]=[CH:18][CH:17]=[CH:16][CH:15]=1)[CH:5]=2.[C:21]([C:24]1[CH:29]=[CH:28][N:27]=[CH:26][CH:25]=1)(=[O:23])[CH3:22].N1CCCCC1. The catalyst is CO. The yield is 0.740. The product is [C:13]([C:6]1[CH:5]=[C:4]2[C:9]([C:10](/[CH:11]=[CH:22]/[C:21]([C:24]3[CH:29]=[CH:28][N:27]=[CH:26][CH:25]=3)=[O:23])=[C:2]([CH3:1])[NH:3]2)=[CH:8][CH:7]=1)(=[O:20])[C:14]1[CH:15]=[CH:16][CH:17]=[CH:18][CH:19]=1. (3) The reactants are [CH2:1]([O:8][C@@H:9]1[CH2:14][C@H:13]([O:15][C:16]2[C:21]([F:22])=[CH:20][C:19]([S:23]([N:26](CC3C=CC(OC)=CC=3OC)[C:27]3[CH:32]=[CH:31][N:30]=[CH:29][N:28]=3)(=[O:25])=[O:24])=[C:18]([F:44])[CH:17]=2)[C@@H:12]([C:45]2[N:49]([CH3:50])[N:48]=[CH:47][CH:46]=2)[CH2:11][CH2:10]1)[C:2]1[CH:7]=[CH:6][CH:5]=[CH:4][CH:3]=1.C([SiH](CC)CC)C.FC(F)(F)C(O)=O. The catalyst is ClCCl. The product is [CH2:1]([O:8][C@@H:9]1[CH2:14][C@H:13]([O:15][C:16]2[C:21]([F:22])=[CH:20][C:19]([S:23]([NH:26][C:27]3[CH:32]=[CH:31][N:30]=[CH:29][N:28]=3)(=[O:24])=[O:25])=[C:18]([F:44])[CH:17]=2)[C@@H:12]([C:45]2[N:49]([CH3:50])[N:48]=[CH:47][CH:46]=2)[CH2:11][CH2:10]1)[C:2]1[CH:7]=[CH:6][CH:5]=[CH:4][CH:3]=1. The yield is 0.750. (4) The reactants are COCCN(S(F)(F)[F:11])CCOC.[Cl:14][C:15]1[CH:20]=[CH:19][C:18]([N:21]2[C:25]([CH2:26][CH2:27]O)=[CH:24][C:23]([C:29]([NH:31][C:32]3[CH:37]=[CH:36][C:35]([S:38]([CH3:41])(=[O:40])=[O:39])=[CH:34][CH:33]=3)=[O:30])=[C:22]2[CH3:42])=[C:17]([CH3:43])[CH:16]=1.C(=O)([O-])O.[Na+]. The catalyst is ClCCl. The product is [Cl:14][C:15]1[CH:20]=[CH:19][C:18]([N:21]2[C:25]([CH2:26][CH2:27][F:11])=[CH:24][C:23]([C:29]([NH:31][C:32]3[CH:37]=[CH:36][C:35]([S:38]([CH3:41])(=[O:40])=[O:39])=[CH:34][CH:33]=3)=[O:30])=[C:22]2[CH3:42])=[C:17]([CH3:43])[CH:16]=1. The yield is 0.560. (5) The yield is 0.370. The reactants are CCN(C(C)C)C(C)C.FC(F)(F)S(O[C:16]1[CH:17]=[CH:18][C:19]2[O:23][C:22]([C:24]3[CH:29]=[CH:28][C:27]([F:30])=[CH:26][CH:25]=3)=[C:21]([C:31](=[O:34])[NH:32][CH3:33])[C:20]=2[CH:35]=1)(=O)=O.[CH3:38][C:39]1[O:43][C:42]([C:44]2[CH:45]=[C:46](B(O)O)[CH:47]=[CH:48][CH:49]=2)=[N:41][N:40]=1.O1CCOCC1. The product is [F:30][C:27]1[CH:26]=[CH:25][C:24]([C:22]2[O:23][C:19]3[CH:18]=[CH:17][C:16]([C:46]4[CH:47]=[CH:48][CH:49]=[C:44]([C:42]5[O:43][C:39]([CH3:38])=[N:40][N:41]=5)[CH:45]=4)=[CH:35][C:20]=3[C:21]=2[C:31]([NH:32][CH3:33])=[O:34])=[CH:29][CH:28]=1. The catalyst is C1C=CC([P]([Pd]([P](C2C=CC=CC=2)(C2C=CC=CC=2)C2C=CC=CC=2)([P](C2C=CC=CC=2)(C2C=CC=CC=2)C2C=CC=CC=2)[P](C2C=CC=CC=2)(C2C=CC=CC=2)C2C=CC=CC=2)(C2C=CC=CC=2)C2C=CC=CC=2)=CC=1.O.